The task is: Predict the reaction yield, written as a fraction of the theoretical maximum amount of product (1.0 means a 100% yield; for example, 0.34 means a 34% yield).. This data is from Reaction yield outcomes from USPTO patents with 853,638 reactions. (1) The reactants are [CH2:1]([O:8][C:9]([N:11]1[CH2:14][CH2:13][C@H:12]1[CH2:15][O:16][C:17]1[CH:18]=[N:19][CH:20]=[C:21](Br)[CH:22]=1)=[O:10])[C:2]1[CH:7]=[CH:6][CH:5]=[CH:4][CH:3]=1.[CH3:24][Sn:25]([CH3:31])([CH3:30])[Sn:25]([CH3:31])([CH3:30])[CH3:24]. The catalyst is C1(C)C=CC=CC=1.C1C=CC([P]([Pd]([P](C2C=CC=CC=2)(C2C=CC=CC=2)C2C=CC=CC=2)([P](C2C=CC=CC=2)(C2C=CC=CC=2)C2C=CC=CC=2)[P](C2C=CC=CC=2)(C2C=CC=CC=2)C2C=CC=CC=2)(C2C=CC=CC=2)C2C=CC=CC=2)=CC=1. The product is [CH2:1]([O:8][C:9]([N:11]1[CH2:14][CH2:13][C@H:12]1[CH2:15][O:16][C:17]1[CH:18]=[N:19][CH:20]=[C:21]([Sn:25]([CH3:31])([CH3:30])[CH3:24])[CH:22]=1)=[O:10])[C:2]1[CH:7]=[CH:6][CH:5]=[CH:4][CH:3]=1. The yield is 0.930. (2) The reactants are [Cl:1][C:2]1[CH:7]=[C:6]([Cl:8])[CH:5]=[CH:4][C:3]=1[C:9]1[N:10]=[C:11](/[CH:20]=[CH:21]/[C:22]2[CH:27]=[CH:26][C:25]([C:28]3[CH:33]=[CH:32][C:31]([O:34][CH3:35])=[CH:30][CH:29]=3)=[CH:24][CH:23]=2)[N:12]([CH2:14][CH2:15][CH2:16][C:17](O)=[O:18])[CH:13]=1.[CH3:36][CH:37]([NH2:48])[C:38]1[C:47]2[C:42](=[CH:43][CH:44]=[CH:45][CH:46]=2)[CH:41]=[CH:40][CH:39]=1. No catalyst specified. The product is [Cl:1][C:2]1[CH:7]=[C:6]([Cl:8])[CH:5]=[CH:4][C:3]=1[C:9]1[N:10]=[C:11](/[CH:20]=[CH:21]/[C:22]2[CH:27]=[CH:26][C:25]([C:28]3[CH:29]=[CH:30][C:31]([O:34][CH3:35])=[CH:32][CH:33]=3)=[CH:24][CH:23]=2)[N:12]([CH2:14][CH2:15][CH2:16][C:17]([NH:48][CH:37]([C:38]2[C:47]3[C:42](=[CH:43][CH:44]=[CH:45][CH:46]=3)[CH:41]=[CH:40][CH:39]=2)[CH3:36])=[O:18])[CH:13]=1. The yield is 0.450. (3) The reactants are Cl[C:2]1[CH:7]=[C:6]([CH2:8][O:9][CH3:10])[N:5]=[CH:4][N:3]=1.[OH-].[NH4+:12]. No catalyst specified. The product is [CH3:10][O:9][CH2:8][C:6]1[N:5]=[CH:4][N:3]=[C:2]([NH2:12])[CH:7]=1. The yield is 0.480. (4) The reactants are [Cl-].C[Zn]C.[C:5]1(C)[CH:10]=[CH:9][CH:8]=[CH:7][CH:6]=1.[CH2:12]([C:14]1[CH:15]=[CH:16][C:17](OC)=[C:18](C(C2C=CC=CC=2)=O)[CH:19]=1)[CH3:13].C(=O)=O.[CH3:33]O.CCO[CH2:38][CH3:39]. The catalyst is C(Cl)Cl.[Ti]. The product is [CH2:12]([C:14]1[CH:15]=[CH:16][CH:17]=[C:18]([C:38]([CH3:39])([C:5]2[CH:10]=[CH:9][CH:8]=[CH:7][CH:6]=2)[CH3:33])[CH:19]=1)[CH3:13]. The yield is 0.950.